The task is: Predict the reactants needed to synthesize the given product.. This data is from Full USPTO retrosynthesis dataset with 1.9M reactions from patents (1976-2016). (1) Given the product [CH3:1][O:2][C:3](=[O:24])[C:4]([C@H:6]1[CH2:11][CH2:10][C@@H:9]([N:26]([CH3:27])[CH3:25])[CH2:8][CH2:7]1)([CH3:23])[CH3:5], predict the reactants needed to synthesize it. The reactants are: [CH3:1][O:2][C:3](=[O:24])[C:4]([CH3:23])([C@H:6]1[CH2:11][CH2:10][C@H:9](OS(C2C=CC(C)=CC=2)(=O)=O)[CH2:8][CH2:7]1)[CH3:5].[CH3:25][NH:26][CH3:27]. (2) Given the product [CH3:14][C:7]1[C:6]2[CH:5]=[CH:4][CH:3]=[CH:2][C:11]=2[S:10](=[O:13])(=[O:12])[NH:9][N:8]=1, predict the reactants needed to synthesize it. The reactants are: Cl[C:2]1[C:11]2[S:10](=[O:13])(=[O:12])[NH:9][N:8]=[C:7]([CH3:14])[C:6]=2[CH:5]=[CH:4][CH:3]=1.C([Li])CCC.CCCCCC.O. (3) The reactants are: [S:1]1[CH:5]=[CH:4][N:3]=[C:2]1[NH:6][C:7]([C:9]1[C:17]2[C:12](=[CH:13][CH:14]=[CH:15][CH:16]=2)[NH:11][CH:10]=1)=[O:8].C([O:21][CH2:22][CH2:23][CH2:24][CH2:25]Br)(=O)C. Given the product [S:1]1[CH:5]=[CH:4][N:3]=[C:2]1[NH:6][C:7]([C:9]1[C:17]2[C:12](=[CH:13][CH:14]=[CH:15][CH:16]=2)[N:11]([CH2:25][CH2:24][CH2:23][CH2:22][OH:21])[CH:10]=1)=[O:8], predict the reactants needed to synthesize it. (4) Given the product [CH3:24][O:23][C:21]([C:15]1[CH:14]=[CH:13][C:12]2[C:17](=[CH:18][CH:19]=[CH:20][C:11]=2[CH3:25])[CH:16]=1)=[O:22], predict the reactants needed to synthesize it. The reactants are: CB1OB(C)OB(C)O1.Br[C:11]1[CH:20]=[CH:19][CH:18]=[C:17]2[C:12]=1[CH:13]=[CH:14][C:15]([C:21]([O:23][CH3:24])=[O:22])=[CH:16]2.[C:25](=O)([O-])[O-].[K+].[K+].